From a dataset of Peptide-MHC class I binding affinity with 185,985 pairs from IEDB/IMGT. Regression. Given a peptide amino acid sequence and an MHC pseudo amino acid sequence, predict their binding affinity value. This is MHC class I binding data. (1) The peptide sequence is YPDPVIKV. The MHC is HLA-A11:01 with pseudo-sequence HLA-A11:01. The binding affinity (normalized) is 0.0847. (2) The peptide sequence is NHIYNRHGDTL. The MHC is HLA-B38:01 with pseudo-sequence HLA-B38:01. The binding affinity (normalized) is 0.727. (3) The binding affinity (normalized) is 0.107. The peptide sequence is CAVNTPVSM. The MHC is HLA-A02:03 with pseudo-sequence HLA-A02:03. (4) The peptide sequence is LYRGGLEPI. The MHC is H-2-Dd with pseudo-sequence H-2-Dd. The binding affinity (normalized) is 0.